This data is from Catalyst prediction with 721,799 reactions and 888 catalyst types from USPTO. The task is: Predict which catalyst facilitates the given reaction. (1) Reactant: Cl[C:2]1N=[C:6]([C:8]([F:14])([F:13])[C:9]([F:12])([F:11])[F:10])[CH:5]=[CH:4][N:3]=1.[CH3:15][C:16]1[CH:17]=C([CH:20]=[C:21]([C:23]2[S:27][CH:26]=[N:25][CH:24]=2)[CH:22]=1)N.[CH3:28][C:29]1(C)C2C(=C(P(C3C=CC=CC=3)C3C=CC=CC=3)C=CC=2)OC2C(P(C3C=CC=CC=3)C3C=CC=CC=3)=CC=C[C:30]1=2.C([O-])([O-])=O.[Cs+].[Cs+]. Product: [CH3:15][C:16]1[CH:17]=[C:2]([CH:20]=[C:21]([C:23]2[S:27][CH:26]=[N:25][CH:24]=2)[CH:22]=1)[NH:3][C:4]1[CH:30]=[CH:29][CH:28]=[C:6]([C:8]([F:14])([F:13])[C:9]([F:12])([F:11])[F:10])[CH:5]=1. The catalyst class is: 231. (2) Reactant: Cl[CH2:2][CH2:3][CH2:4][O:5][C:6]1[CH:11]=[CH:10][C:9]([C:12]2[S:13][C:14]([CH2:18][C:19]([N:21]3[CH2:26][CH2:25][CH2:24][CH2:23][CH2:22]3)=[O:20])=[C:15]([CH3:17])[N:16]=2)=[CH:8][CH:7]=1.C(=O)([O-])[O-].[K+].[K+].[I-].[Na+].[NH:35]1[CH2:40][CH2:39][CH2:38][CH2:37][CH2:36]1. Product: [CH3:17][C:15]1[N:16]=[C:12]([C:9]2[CH:10]=[CH:11][C:6]([O:5][CH2:4][CH2:3][CH2:2][N:35]3[CH2:40][CH2:39][CH2:38][CH2:37][CH2:36]3)=[CH:7][CH:8]=2)[S:13][C:14]=1[CH2:18][C:19](=[O:20])[N:21]1[CH2:26][CH2:25][CH2:24][CH2:23][CH2:22]1. The catalyst class is: 10. (3) Reactant: [NH2:1][C:2]1[CH:3]=[C:4]([CH:10]2[CH2:15][CH2:14][N:13]([CH2:16][CH2:17][N:18]([CH3:26])C(=O)OC(C)(C)C)[CH2:12][CH2:11]2)[CH:5]=[C:6](C)[C:7]=1[NH2:8].[CH3:27][O:28][C:29]1[N:36]=[CH:35][CH:34]=[CH:33][C:30]=1[CH:31]=O. Product: [CH3:27][O:28][C:29]1[C:30]([C:31]2[NH:1][C:2]3[CH:3]=[C:4]([CH:10]4[CH2:11][CH2:12][N:13]([CH2:16][CH2:17][NH:18][CH3:26])[CH2:14][CH2:15]4)[CH:5]=[CH:6][C:7]=3[N:8]=2)=[CH:33][CH:34]=[CH:35][N:36]=1. The catalyst class is: 5. (4) Reactant: [CH2:1]([O:8][C:9]([NH:11][CH2:12][C:13]1([C:26]([O:28]C)=[O:27])[CH2:18][CH2:17][N:16]([C:19]([O:21][C:22]([CH3:25])([CH3:24])[CH3:23])=[O:20])[CH2:15][CH2:14]1)=[O:10])[C:2]1[CH:7]=[CH:6][CH:5]=[CH:4][CH:3]=1.[OH-].[Na+].Cl. Product: [CH2:1]([O:8][C:9]([NH:11][CH2:12][C:13]1([C:26]([OH:28])=[O:27])[CH2:18][CH2:17][N:16]([C:19]([O:21][C:22]([CH3:23])([CH3:24])[CH3:25])=[O:20])[CH2:15][CH2:14]1)=[O:10])[C:2]1[CH:3]=[CH:4][CH:5]=[CH:6][CH:7]=1. The catalyst class is: 5. (5) Reactant: [F:1][C:2]1[CH:3]=[C:4]([N:14]2[CH2:18][CH:17]([CH2:19][N:20]=[N+]=[N-])[O:16][C:15]2=[O:23])[CH:5]=[CH:6][C:7]=1[N:8]1[CH:12]=[C:11]([CH3:13])[N:10]=[N:9]1. Product: [NH2:20][CH2:19][C@@H:17]1[O:16][C:15](=[O:23])[N:14]([C:4]2[CH:5]=[CH:6][C:7]([N:8]3[CH:12]=[C:11]([CH3:13])[N:10]=[N:9]3)=[C:2]([F:1])[CH:3]=2)[CH2:18]1. The catalyst class is: 381. (6) Reactant: [NH2:1][C:2]1[CH:3]=[C:4]([CH:28]=[CH:29][CH:30]=1)[CH2:5][NH:6][C:7]1[CH:8]=[C:9]2[C:14](=[CH:15][CH:16]=1)[N:13]=[CH:12][C:11]([C:17]#[N:18])=[C:10]2[NH:19][C:20]1[CH:25]=[CH:24][C:23]([F:26])=[C:22]([Cl:27])[CH:21]=1.C(N(CC)CC)C.[CH3:38][S:39](Cl)(=[O:41])=[O:40]. Product: [Cl:27][C:22]1[CH:21]=[C:20]([NH:19][C:10]2[C:9]3[C:14](=[CH:15][CH:16]=[C:7]([NH:6][CH2:5][C:4]4[CH:3]=[C:2]([NH:1][S:39]([CH3:38])(=[O:41])=[O:40])[CH:30]=[CH:29][CH:28]=4)[CH:8]=3)[N:13]=[CH:12][C:11]=2[C:17]#[N:18])[CH:25]=[CH:24][C:23]=1[F:26]. The catalyst class is: 37.